This data is from Forward reaction prediction with 1.9M reactions from USPTO patents (1976-2016). The task is: Predict the product of the given reaction. (1) Given the reactants C(OC([C:6]1[S:7][CH:8]=[C:9]2[C:14]=1[NH:13][C:12](=[O:15])[CH:11]=[C:10]2Cl)=O)C.[C:17]([O:21][C:22]([N:24]1[CH2:29][CH2:28][NH:27][CH2:26][CH2:25]1)=[O:23])([CH3:20])([CH3:19])[CH3:18], predict the reaction product. The product is: [CH2:17]([O:21][C:22]([C:11]1[C:12](=[O:15])[NH:13][C:14]2[C:9]([C:10]=1[N:27]1[CH2:28][CH2:29][N:24]([C:22]([O:21][C:17]([CH3:20])([CH3:18])[CH3:19])=[O:23])[CH2:25][CH2:26]1)=[CH:8][S:7][CH:6]=2)=[O:23])[CH3:18]. (2) The product is: [CH2:22]([N:26]1[CH:30]=[C:29]([C:31]2[S:35][C:34]([C:36]([NH:49][C@@H:7]3[CH2:12][CH2:11][N:10]([C:13]([O:15][C:16]([CH3:17])([CH3:18])[CH3:19])=[O:14])[CH2:9]3)=[O:38])=[CH:33][CH:32]=2)[CH:28]=[N:27]1)[CH:23]([CH3:25])[CH3:24]. Given the reactants NC1C=CC(O[CH:7]2[CH2:12][CH2:11][N:10]([C:13]([O:15][C:16]([CH3:19])([CH3:18])[CH3:17])=[O:14])[CH2:9]C2)=CC=1.[CH2:22]([N:26]1[CH:30]=[C:29]([C:31]2[S:35][C:34]([C:36]([OH:38])=O)=[CH:33][CH:32]=2)[CH:28]=[N:27]1)[CH:23]([CH3:25])[CH3:24].C(OC([N:49]1CC(C(O)=O)C1)=O)C1C=CC=CC=1, predict the reaction product. (3) Given the reactants [H-].[Na+].[CH3:3][O:4][C:5]1[CH:10]=[CH:9][CH:8]=[CH:7][C:6]=1[CH2:11][C:12]#[N:13].[C:14](=O)([O:22]C1C=CC=CC=1)[O:15][C:16]1[CH:21]=[CH:20][CH:19]=[CH:18][CH:17]=1.Cl, predict the reaction product. The product is: [C:12]([CH:11]([C:6]1[CH:7]=[CH:8][CH:9]=[CH:10][C:5]=1[O:4][CH3:3])[C:14]([O:15][C:16]1[CH:21]=[CH:20][CH:19]=[CH:18][CH:17]=1)=[O:22])#[N:13]. (4) The product is: [CH3:2][O:3][C:4]1[C:14]2[CH2:13][CH2:12][N:11]([C:24](=[O:25])[C:23]([F:34])([F:33])[F:22])[CH2:10][CH2:9][C:8]=2[CH:7]=[CH:6][CH:5]=1. Given the reactants Cl.[CH3:2][O:3][C:4]1[C:14]2[CH2:13][CH2:12][NH:11][CH2:10][CH2:9][C:8]=2[CH:7]=[CH:6][CH:5]=1.C(N(CC)CC)C.[F:22][C:23]([F:34])([F:33])[C:24](O[C:24](=[O:25])[C:23]([F:34])([F:33])[F:22])=[O:25].CO, predict the reaction product. (5) The product is: [N:14]1[CH:15]=[CH:16][CH:17]=[CH:18][C:13]=1[C:10]1[N:9]=[N:8][C:7]([N:1]2[CH2:2][CH2:3][N:4]([C:30]([C:29]3[CH:33]=[CH:34][CH:35]=[CH:36][C:28]=3[C:27]([F:26])([F:37])[F:38])=[O:31])[CH2:5][CH2:6]2)=[CH:12][CH:11]=1. Given the reactants [N:1]1([C:7]2[N:8]=[N:9][C:10]([C:13]3[CH:18]=[CH:17][CH:16]=[CH:15][N:14]=3)=[CH:11][CH:12]=2)[CH2:6][CH2:5][NH:4][CH2:3][CH2:2]1.C(N(CC)CC)C.[F:26][C:27]([F:38])([F:37])[C:28]1[CH:36]=[CH:35][CH:34]=[CH:33][C:29]=1[C:30](Cl)=[O:31], predict the reaction product. (6) Given the reactants [CH3:1][C:2]1[CH:7]=[C:6]([N:8]=[C:9]([NH2:25])[C:10]2[CH:15]=[CH:14][C:13]([N:16]3[C:20]4=[N:21][CH:22]=[CH:23][CH:24]=[C:19]4[CH:18]=[CH:17]3)=[CH:12][CH:11]=2)[CH:5]=[CH:4][N:3]=1.Br[CH2:27][C:28]([C:30]1[N:31]([CH3:35])[CH:32]=[CH:33][N:34]=1)=O, predict the reaction product. The product is: [CH3:35][N:31]1[CH:32]=[CH:33][N:34]=[C:30]1[C:28]1[N:25]=[C:9]([C:10]2[CH:11]=[CH:12][C:13]([N:16]3[C:20]4=[N:21][CH:22]=[CH:23][CH:24]=[C:19]4[CH:18]=[CH:17]3)=[CH:14][CH:15]=2)[N:8]([C:6]2[CH:5]=[CH:4][N:3]=[C:2]([CH3:1])[CH:7]=2)[CH:27]=1. (7) Given the reactants [O-2].[Zn+2:2].[C:3]([O-:6])(=[O:5])[CH3:4].[NH4+].[C:8]([O-:12])(=[O:11])[CH2:9]C, predict the reaction product. The product is: [C:3]([O-:6])(=[O:5])[CH3:4].[Zn+2:2].[C:8]([O-:12])(=[O:11])[CH3:9]. (8) The product is: [CH3:30][O:31][C:32]1[CH:37]=[CH:36][CH:35]=[CH:34][C:33]=1[NH:38][C:7]1[NH:8][C:3](=[O:2])[CH:4]=[C:5]([C:13]2[CH:29]=[CH:28][C:16]3[NH:17][C:18]([NH:20][C:21]([C:23]4[S:24][CH:25]=[CH:26][CH:27]=4)=[O:22])=[N:19][C:15]=3[CH:14]=2)[N:6]=1. Given the reactants C[O:2][C:3]1[N:8]=[C:7](S(C)(=O)=O)[N:6]=[C:5]([C:13]2[CH:29]=[CH:28][C:16]3[NH:17][C:18]([NH:20][C:21]([C:23]4[S:24][CH:25]=[CH:26][CH:27]=4)=[O:22])=[N:19][C:15]=3[CH:14]=2)[CH:4]=1.[CH3:30][O:31][C:32]1[C:33]([NH2:38])=[CH:34][CH:35]=[CH:36][CH:37]=1, predict the reaction product. (9) Given the reactants [CH:1]1[C:6]([C@@H:7](O)[C@H:8]([NH:11]C(C(Cl)Cl)=O)[CH2:9][OH:10])=[CH:5][CH:4]=[C:3]([N+]([O-])=O)[CH:2]=1.CC(S[C@@H]1[O:30][C@H](CO)[C@H](O)[C@H](O)[C@H]1O)C, predict the reaction product. The product is: [NH2:11][C@H:8]([C:9]([OH:10])=[O:30])[CH2:7][C:6]1[CH:1]=[CH:2][CH:3]=[CH:4][CH:5]=1.